Dataset: CYP2C9 inhibition data for predicting drug metabolism from PubChem BioAssay. Task: Regression/Classification. Given a drug SMILES string, predict its absorption, distribution, metabolism, or excretion properties. Task type varies by dataset: regression for continuous measurements (e.g., permeability, clearance, half-life) or binary classification for categorical outcomes (e.g., BBB penetration, CYP inhibition). Dataset: cyp2c9_veith. (1) The drug is COCC(=O)N1CCC2(CCN(Cc3ccccc3)CC2)CC1. The result is 0 (non-inhibitor). (2) The drug is Cn1c(=O)c(-c2cccc(C#N)c2)nc2cnc(Oc3ccccc3)nc21. The result is 0 (non-inhibitor).